From a dataset of Peptide-MHC class I binding affinity with 185,985 pairs from IEDB/IMGT. Regression. Given a peptide amino acid sequence and an MHC pseudo amino acid sequence, predict their binding affinity value. This is MHC class I binding data. (1) The peptide sequence is DRFFKTLRA. The MHC is HLA-B57:01 with pseudo-sequence HLA-B57:01. The binding affinity (normalized) is 0. (2) The peptide sequence is DYAMHGTVF. The MHC is HLA-A30:01 with pseudo-sequence HLA-A30:01. The binding affinity (normalized) is 0. (3) The peptide sequence is YPITADKRI. The MHC is HLA-B48:01 with pseudo-sequence HLA-B48:01. The binding affinity (normalized) is 0.0847. (4) The peptide sequence is NYNGLLSSI. The MHC is HLA-B18:01 with pseudo-sequence HLA-B18:01. The binding affinity (normalized) is 0.0847. (5) The peptide sequence is MQDVFTFYV. The MHC is HLA-A24:03 with pseudo-sequence HLA-A24:03. The binding affinity (normalized) is 0.0847.